This data is from Full USPTO retrosynthesis dataset with 1.9M reactions from patents (1976-2016). The task is: Predict the reactants needed to synthesize the given product. (1) Given the product [CH:26]1([CH2:25][N:15]([C:16]2[C:17]([F:24])=[CH:18][C:19]([F:23])=[CH:20][C:21]=2[F:22])[C:13](=[O:14])[NH:12][C:10]2[S:11][C:7]([S:6][CH2:5][C:4]([OH:31])=[O:3])=[CH:8][N:9]=2)[CH2:30][CH2:29][CH2:28][CH2:27]1, predict the reactants needed to synthesize it. The reactants are: C([O:3][C:4](=[O:31])[CH2:5][S:6][C:7]1[S:11][C:10]([NH:12][C:13]([N:15]([CH2:25][CH:26]2[CH2:30][CH2:29][CH2:28][CH2:27]2)[C:16]2[C:21]([F:22])=[CH:20][C:19]([F:23])=[CH:18][C:17]=2[F:24])=[O:14])=[N:9][CH:8]=1)C.C1(CN(C2C=CC(S(C)(=O)=O)=CC=2)C(=O)NC2SC=C(CC(O)=O)N=2)CCCC1.C1(CNC2C(F)=CC(F)=CC=2F)CCCC1.C(OC(=O)CSC1SC(N)=NC=1)C. (2) Given the product [F:50][C:2]([F:1])([F:49])[C:3]1[CH:4]=[C:5]([C@H:13]2[O:17][C:16](=[O:18])[N:15]([CH2:19][C:20]3[C:25]([C:26]4[CH:27]=[C:28]([C:34]5[CH:39]=[CH:38][C:37]([C:40]([OH:42])=[O:41])=[CH:36][C:35]=5[CH3:44])[CH:29]=[CH:30][C:31]=4[O:32][CH3:33])=[CH:24][CH:23]=[C:22]([CH:45]4[CH2:46][CH2:47]4)[N:21]=3)[C@H:14]2[CH3:48])[CH:6]=[C:7]([C:9]([F:11])([F:12])[F:10])[CH:8]=1, predict the reactants needed to synthesize it. The reactants are: [F:1][C:2]([F:50])([F:49])[C:3]1[CH:4]=[C:5]([C@H:13]2[O:17][C:16](=[O:18])[N:15]([CH2:19][C:20]3[C:25]([C:26]4[CH:27]=[C:28]([C:34]5[CH:39]=[CH:38][C:37]([C:40]([O:42]C)=[O:41])=[CH:36][C:35]=5[CH3:44])[CH:29]=[CH:30][C:31]=4[O:32][CH3:33])=[CH:24][CH:23]=[C:22]([CH:45]4[CH2:47][CH2:46]4)[N:21]=3)[C@H:14]2[CH3:48])[CH:6]=[C:7]([C:9]([F:12])([F:11])[F:10])[CH:8]=1.O.[OH-].[Li+].O1CCOCC1.Cl.